This data is from CYP2C9 inhibition data for predicting drug metabolism from PubChem BioAssay. The task is: Regression/Classification. Given a drug SMILES string, predict its absorption, distribution, metabolism, or excretion properties. Task type varies by dataset: regression for continuous measurements (e.g., permeability, clearance, half-life) or binary classification for categorical outcomes (e.g., BBB penetration, CYP inhibition). Dataset: cyp2c9_veith. (1) The compound is COc1ccc(NC(=O)CSc2nnc(Cc3cccn3C)n2CCc2ccccc2)c(OC)c1. The result is 1 (inhibitor). (2) The drug is CCc1cc(C(c2ccccc2OC)N2CCOCC2)c(NC(=O)c2ccccc2)s1. The result is 1 (inhibitor). (3) The drug is CCn1c2ccc(Cl)cc2c2nc3ccccc3nc21. The result is 1 (inhibitor). (4) The drug is COc1ccccc1CNc1cc(-c2ccccc2Cl)ncn1. The result is 0 (non-inhibitor). (5) The drug is O=C(Nc1ccc(Br)cc1)c1ccc(CSC2=NCCS2)cc1. The result is 1 (inhibitor). (6) The drug is N#C/C(=C\c1ccc(O)c(O)c1)C(=O)Nc1ccccc1. The result is 0 (non-inhibitor).